From a dataset of Experimentally validated miRNA-target interactions with 360,000+ pairs, plus equal number of negative samples. Binary Classification. Given a miRNA mature sequence and a target amino acid sequence, predict their likelihood of interaction. (1) The miRNA is hsa-miR-1287-3p with sequence CUCUAGCCACAGAUGCAGUGAU. The protein sequence of the target gene is MDRSSKRRQVKPLAASLLEALDYDSSDDSDFKVGDASDSEGSGNGSEDASKDSGEGSCSDSEENILEEELNEDIKVKEEQLKNSAEEEVLSSEKQLIKMEKKEEEENGERPRKKKEKEKEKEKEKEKEKEREKEKEKATVSENVAASAAATTPATSPPAVNTSPSVPTTTTATEEQVSEPKKWNLRRNRPLLDFVSMEELNDMDDYDSEDDNDWRPTVVKRKGRSASQKEGSDGDNEDDEDEGSGSDEDENDEGNDEDHSSPASEGGCKKKKSKVLSRNSADDEELTNDSLTLSQSKSNE.... Result: 0 (no interaction). (2) The protein sequence of the target gene is MTNNSTCIQPSVISTTALPVTYIFLFIIGLFGNSLAQWVFLTKIGKKTSTHIYLANLVTANLLVCTAMPFMGIYFLRGFYWKYQSVQCRLVNFLGTLSMHVSMFVSLLILSWIAISRYATLMKKESKQEATSCYERMFYGHVLKRFRQPNFARTMCIYIWGVVLVIIIPVTLYYSVVEATEEGQSQCYNRQMELGARPSQIAGLIGTTFIGFSFLVVVTSYYSLVSHLRRVRTCTSITEKDLTYRSVKRHLLIIQVLLVVCFLPYSIFKPIFYVLHQREGDCQQLNYLIEAKNILTCLAS.... The miRNA is hsa-miR-454-5p with sequence ACCCUAUCAAUAUUGUCUCUGC. Result: 0 (no interaction). (3) The miRNA is hsa-miR-4251 with sequence CCUGAGAAAAGGGCCAA. The protein sequence of the target gene is MEFPDHSRHLLQCLSEQRHQGFLCDCTVLVGDAQFRAHRAVLASCSMYFHLFYKDQLDKRDIVHLNSDIVTAPAFALLLEFMYEGKLQFKDLPIEDVLAAASYLHMYDIVKVCKKKLKEKATTEADSTKKEEDASSCSDKVESLSDGSSHMAGDLPSDEDEGEDDKLNILPSKRDLAAEPGNMWMRLPSDSAGIPQAGGEAEPHATAAGKTVASPCSSTESLSQRSVTSVRDSADVDCVLDLSVKSSLSGVENLNSSYFSSQDVLRSNLVQVKVEKEASCDESDVGTNDYDMEHSTVKES.... Result: 0 (no interaction). (4) The miRNA is hsa-miR-6743-5p with sequence AAGGGGCAGGGACGGGUGGCCC. The protein sequence of the target gene is MEAEEADVDVEGDVAAAAQPGNDESTASVFQDHYLDSTWRRENGCLPWTLDSTISDENRAIIEKMLLEEEYYLSNKSLPGKFWVNQKEDNKKYTNSLQKSSKAMVDSPAKPASHSVKWTVEEKELFEQGLAKFGRRWTKIATLLKSRTVLQVKSYARQYFKNKVKWDVEKETPTQKSSSDLQVKNKDDRTKAWAAACLRGSADPCLNAVKIEKLSDDEDVDITDELDELTSQTSQNSGSHLTLDVPNSKMYTTNQGELCQEGPLAKSSGESLQNVKQGEGEACSSSEIASWAEKQKSTDK.... Result: 0 (no interaction). (5) The miRNA is hsa-miR-1305 with sequence UUUUCAACUCUAAUGGGAGAGA. The protein sequence of the target gene is MASEAPSPPRSPPPPTSPEPELAQLRRKVEKLERELRSCKRQVREIEKLLHHTERLYQNAESNNQELRTQVEELSKILQRGRNEDNKKSDVEVQTENHAPWSISDYFYQTYYNDVSLPNKVTELSDQQDQAIETSILNSKDHLQVENDAYPGTDRTENVKYRQVDHFASNSQEPASALATEDTSLEGSSLAESLRAAAEAAVSQTGFSYDENTGLYFDHSTGFYYDSENQLYYDPSTGIYYYCDVESGRYQFHSRVDLQPYPTSSTKQSKDKKLKKKRKDPDSSATNEEKDLNSEDQKAF.... Result: 1 (interaction).